From a dataset of NCI-60 drug combinations with 297,098 pairs across 59 cell lines. Regression. Given two drug SMILES strings and cell line genomic features, predict the synergy score measuring deviation from expected non-interaction effect. (1) Drug 1: CC1CCC2CC(C(=CC=CC=CC(CC(C(=O)C(C(C(=CC(C(=O)CC(OC(=O)C3CCCCN3C(=O)C(=O)C1(O2)O)C(C)CC4CCC(C(C4)OC)O)C)C)O)OC)C)C)C)OC. Drug 2: CC1CCC2CC(C(=CC=CC=CC(CC(C(=O)C(C(C(=CC(C(=O)CC(OC(=O)C3CCCCN3C(=O)C(=O)C1(O2)O)C(C)CC4CCC(C(C4)OC)OCCO)C)C)O)OC)C)C)C)OC. Cell line: UO-31. Synergy scores: CSS=38.4, Synergy_ZIP=-1.65, Synergy_Bliss=3.07, Synergy_Loewe=4.01, Synergy_HSA=5.89. (2) Drug 1: CC1=C2C(C(=O)C3(C(CC4C(C3C(C(C2(C)C)(CC1OC(=O)C(C(C5=CC=CC=C5)NC(=O)C6=CC=CC=C6)O)O)OC(=O)C7=CC=CC=C7)(CO4)OC(=O)C)O)C)OC(=O)C. Drug 2: C1C(C(OC1N2C=NC3=C2NC=NCC3O)CO)O. Cell line: COLO 205. Synergy scores: CSS=36.5, Synergy_ZIP=-1.78, Synergy_Bliss=-3.28, Synergy_Loewe=-22.5, Synergy_HSA=-4.02. (3) Drug 1: CC1=C(C(=O)C2=C(C1=O)N3CC4C(C3(C2COC(=O)N)OC)N4)N. Drug 2: C1C(C(OC1N2C=NC3=C2NC=NCC3O)CO)O. Cell line: SK-OV-3. Synergy scores: CSS=0.823, Synergy_ZIP=-0.433, Synergy_Bliss=-1.18, Synergy_Loewe=0.646, Synergy_HSA=-1.12. (4) Drug 1: CC1OCC2C(O1)C(C(C(O2)OC3C4COC(=O)C4C(C5=CC6=C(C=C35)OCO6)C7=CC(=C(C(=C7)OC)O)OC)O)O. Drug 2: C1=NC2=C(N1)C(=S)N=CN2. Cell line: U251. Synergy scores: CSS=51.3, Synergy_ZIP=-11.1, Synergy_Bliss=-11.6, Synergy_Loewe=-11.1, Synergy_HSA=-7.05. (5) Drug 1: CC12CCC3C(C1CCC2=O)CC(=C)C4=CC(=O)C=CC34C. Drug 2: C1=NC2=C(N1)C(=S)N=C(N2)N. Cell line: RPMI-8226. Synergy scores: CSS=42.1, Synergy_ZIP=-2.44, Synergy_Bliss=-3.26, Synergy_Loewe=-5.59, Synergy_HSA=-1.69. (6) Cell line: OVCAR3. Drug 2: CC1=C(C=C(C=C1)NC(=O)C2=CC=C(C=C2)CN3CCN(CC3)C)NC4=NC=CC(=N4)C5=CN=CC=C5. Drug 1: CC1=CC2C(CCC3(C2CCC3(C(=O)C)OC(=O)C)C)C4(C1=CC(=O)CC4)C. Synergy scores: CSS=-7.07, Synergy_ZIP=2.32, Synergy_Bliss=-3.73, Synergy_Loewe=-6.21, Synergy_HSA=-6.82.